This data is from Full USPTO retrosynthesis dataset with 1.9M reactions from patents (1976-2016). The task is: Predict the reactants needed to synthesize the given product. (1) Given the product [NH2:1][C:2]1[C:13]([Br:14])=[CH:12][C:5]2[C:6]([C:9]([NH:17][CH3:16])=[O:10])=[CH:7][O:8][C:4]=2[CH:3]=1, predict the reactants needed to synthesize it. The reactants are: [NH2:1][C:2]1[C:13]([Br:14])=[CH:12][C:5]2[C:6]([C:9](O)=[O:10])=[CH:7][O:8][C:4]=2[CH:3]=1.C[CH2:16][N:17]=C=NCCCN(C)C.C1C=CC2N(O)N=NC=2C=1.CCN(CC)CC.CN.Cl. (2) The reactants are: [CH3:1][O:2][C:3]1[C:4]([NH:25][C:26]2[N:31]=[C:30]([C:32]3[C:40]4[C:35](=[CH:36][CH:37]=[CH:38][CH:39]=4)[N:34]([CH3:41])[CH:33]=3)[CH:29]=[CH:28][N:27]=2)=[CH:5][C:6]([N+:22]([O-])=O)=[C:7]([N:9]([CH3:21])[CH2:10][CH2:11][N:12]([CH3:20])[C:13](=[O:19])[O:14][C:15]([CH3:18])([CH3:17])[CH3:16])[CH:8]=1.[NH4+].[Cl-].O. Given the product [NH2:22][C:6]1[CH:5]=[C:4]([NH:25][C:26]2[N:31]=[C:30]([C:32]3[C:40]4[C:35](=[CH:36][CH:37]=[CH:38][CH:39]=4)[N:34]([CH3:41])[CH:33]=3)[CH:29]=[CH:28][N:27]=2)[C:3]([O:2][CH3:1])=[CH:8][C:7]=1[N:9]([CH3:21])[CH2:10][CH2:11][N:12]([CH3:20])[C:13](=[O:19])[O:14][C:15]([CH3:18])([CH3:16])[CH3:17], predict the reactants needed to synthesize it. (3) Given the product [C:1]([N:67]1[CH2:68][CH2:69][CH:64]([N:57]2[C:58]3[C:63](=[CH:62][CH:61]=[CH:60][CH:59]=3)[C:55]([C:39](=[O:38])[CH2:40][CH2:41][CH2:42][CH2:43][NH:44][C:45]([NH:47][CH2:48][C:49]3[CH:50]=[N:51][CH:52]=[CH:53][CH:54]=3)=[O:46])=[CH:56]2)[CH2:65][CH2:66]1)(=[O:3])[CH3:2], predict the reactants needed to synthesize it. The reactants are: [C:1](O)(=[O:3])[CH3:2].CN(C(ON1N=NC2C=CC=NC1=2)=[N+](C)C)C.F[P-](F)(F)(F)(F)F.CCN(C(C)C)C(C)C.[O:38]=[C:39]([C:55]1[C:63]2[C:58](=[CH:59][CH:60]=[CH:61][CH:62]=2)[N:57]([CH:64]2[CH2:69][CH2:68][NH:67][CH2:66][CH2:65]2)[CH:56]=1)[CH2:40][CH2:41][CH2:42][CH2:43][NH:44][C:45]([NH:47][CH2:48][C:49]1[CH:50]=[N:51][CH:52]=[CH:53][CH:54]=1)=[O:46].CCN(CC)CC. (4) The reactants are: [F:1][C:2]1[CH:31]=[CH:30][C:5]([C:6](/[N:8]=[C:9]2\[NH:10][C:11]3[CH:27]=[CH:26][C:25]([CH2:28]O)=[CH:24][C:12]=3[N:13]\2[C@@H:14]2[CH2:19][CH2:18][C@H:17]([C:20]([O:22][CH3:23])=[O:21])[CH2:16][CH2:15]2)=[O:7])=[CH:4][CH:3]=1.S(Cl)(Cl)=O.[NH:36]1[CH2:41][CH2:40][CH:39]([C:42]([OH:45])([CH3:44])[CH3:43])[CH2:38][CH2:37]1. Given the product [F:1][C:2]1[CH:31]=[CH:30][C:5]([C:6](/[N:8]=[C:9]2\[NH:10][C:11]3[CH:27]=[CH:26][C:25]([CH2:28][N:36]4[CH2:41][CH2:40][CH:39]([C:42]([OH:45])([CH3:44])[CH3:43])[CH2:38][CH2:37]4)=[CH:24][C:12]=3[N:13]\2[C@@H:14]2[CH2:19][CH2:18][C@H:17]([C:20]([O:22][CH3:23])=[O:21])[CH2:16][CH2:15]2)=[O:7])=[CH:4][CH:3]=1, predict the reactants needed to synthesize it. (5) Given the product [CH3:28][N:24]1[C:25]2[C:21](=[CH:20][C:19]([O:18][C:15]3[N:14]=[CH:13][C:12]([N:11]4[C:5]5([C:6](=[O:7])[NH:61][C:34](=[O:37])[NH:35][C:4]5=[O:3])[CH2:51][CH2:58][CH2:59]4)=[CH:17][CH:16]=3)=[CH:27][CH:26]=2)[CH:22]=[N:23]1, predict the reactants needed to synthesize it. The reactants are: C([O:3][C:4](=O)[CH:5]([NH:11][C:12]1[CH:13]=[N:14][C:15]([O:18][C:19]2[CH:20]=[C:21]3[C:25](=[CH:26][CH:27]=2)[N:24]([CH3:28])[N:23]=[CH:22]3)=[CH:16][CH:17]=1)[C:6](OCC)=[O:7])C.NC1C=C[C:34]([O:37]C2C=C3C(=CC=2)N(C)N=C3)=[N:35]C=1.BrCC[C:51]([CH2:58][CH3:59])(C([O-])=O)C([O-])=O.C[N:61](C)C1C=CC=CC=1.